This data is from Reaction yield outcomes from USPTO patents with 853,638 reactions. The task is: Predict the reaction yield, written as a fraction of the theoretical maximum amount of product (1.0 means a 100% yield; for example, 0.34 means a 34% yield). (1) The reactants are C[Al](C)C.[NH2:5][C:6]1[CH:11]=[CH:10][CH:9]=[CH:8][CH:7]=1.C([O:14][C:15]([C:17]1[N:21]2[N:22]=[C:23]([Cl:27])[C:24]([CH3:26])=[CH:25][C:20]2=[N:19][CH:18]=1)=O)C. The catalyst is ClCCl. The product is [C:6]1([NH:5][C:15]([C:17]2[N:21]3[N:22]=[C:23]([Cl:27])[C:24]([CH3:26])=[CH:25][C:20]3=[N:19][CH:18]=2)=[O:14])[CH:11]=[CH:10][CH:9]=[CH:8][CH:7]=1. The yield is 0.910. (2) The reactants are [OH:1][C:2]1[CH:7]=[CH:6][C:5]([C:8]([C:10]2[CH:15]=[CH:14][C:13]([S:16]([CH3:19])(=[O:18])=[O:17])=[CH:12][CH:11]=2)=O)=[CH:4][CH:3]=1.[CH3:20][C:21]1([CH3:30])[CH2:26][C:25]([CH3:28])([CH3:27])[CH2:24][C:23](=O)[CH2:22]1.C([O-])([O-])=O.[K+].[K+]. The catalyst is C1COCC1.[Zn].Cl[Ti](Cl)(Cl)Cl. The product is [CH3:19][S:16]([C:13]1[CH:14]=[CH:15][C:10]([C:8](=[C:23]2[CH2:24][C:25]([CH3:28])([CH3:27])[CH2:26][C:21]([CH3:30])([CH3:20])[CH2:22]2)[C:5]2[CH:6]=[CH:7][C:2]([OH:1])=[CH:3][CH:4]=2)=[CH:11][CH:12]=1)(=[O:18])=[O:17]. The yield is 0.760.